This data is from Human liver microsome stability data. The task is: Regression/Classification. Given a drug SMILES string, predict its absorption, distribution, metabolism, or excretion properties. Task type varies by dataset: regression for continuous measurements (e.g., permeability, clearance, half-life) or binary classification for categorical outcomes (e.g., BBB penetration, CYP inhibition). Dataset: hlm. (1) The drug is CCc1nc(N)nc(N)c1-c1ccc2c(c1)N(CCCOC)C(=O)C(C)(c1ccc(F)c(F)c1)O2. The result is 1 (stable in human liver microsomes). (2) The compound is O=C(C=Cc1cc(Cl)ccc1-n1cnnn1)N[C@H]1CC=CCCC(=O)Nc2ccccc2-c2c[nH]c1n2. The result is 1 (stable in human liver microsomes). (3) The drug is COc1cnc(-c2cnc(N)cn2)c2[nH]cc(C(=O)C(=O)N3CCN(C(=O)c4ccccc4)CC3)c12. The result is 0 (unstable in human liver microsomes). (4) The compound is CC(C#Cc1ccccc1)=NN=C(N)NS(=O)(=O)c1cc(C)c(Cl)cc1SCc1ccccc1C(F)(F)F. The result is 1 (stable in human liver microsomes). (5) The molecule is Cc1nc(C(=O)NC(C)(C)C2CC2)c(C)c(-c2ccc(Cl)cc2)c1[C@H](OC(C)(C)C)C(=O)O. The result is 0 (unstable in human liver microsomes). (6) The compound is CC(=O)O[C@@]12CO[C@@H]1C[C@H](O)[C@@]1(C)C(=O)[C@H](O)C3=C(C)[C@@H](OC(=O)[C@H](O)[C@@H](NC(=O)OC(C)(C)C(F)(F)F)c4ccccc4)C[C@@](O)([C@@H](OC(=O)c4ccccc4)[C@H]21)C3(C)C. The result is 0 (unstable in human liver microsomes).